The task is: Predict which catalyst facilitates the given reaction.. This data is from Catalyst prediction with 721,799 reactions and 888 catalyst types from USPTO. (1) Reactant: [C:1]([O:5][C:6]([NH:8][CH:9]([CH2:13][C:14]1[CH:19]=[CH:18][C:17]([F:20])=[CH:16][CH:15]=1)[C:10]([OH:12])=[O:11])=[O:7])([CH3:4])([CH3:3])[CH3:2].IC.[H-].[Na+].[C:25](OCC)(=O)C. Product: [C:1]([O:5][C:6]([N:8]([C@H:9]([CH2:13][C:14]1[CH:19]=[CH:18][C:17]([F:20])=[CH:16][CH:15]=1)[C:10]([OH:12])=[O:11])[CH3:25])=[O:7])([CH3:4])([CH3:2])[CH3:3]. The catalyst class is: 30. (2) Reactant: [Cl:1][C:2]1[CH:11]=[C:10]([CH3:12])[C:9]2[C:4](=[CH:5][C:6]([OH:13])=[CH:7][CH:8]=2)[N:3]=1.[Br:14][C:15]1[CH:24]=[C:23]([CH3:25])[C:22]2[C:17](=[CH:18][C:19]([OH:26])=[CH:20][CH:21]=2)[N:16]=1.C(N(CC)CC)C.[CH3:34][S:35](Cl)(=[O:37])=[O:36].C([O-])(O)=O.[Na+]. Product: [Cl:1][C:2]1[CH:11]=[C:10]([CH3:12])[C:9]2[C:4](=[CH:5][C:6]([O:13][S:35]([CH3:34])(=[O:37])=[O:36])=[CH:7][CH:8]=2)[N:3]=1.[Br:14][C:15]1[CH:24]=[C:23]([CH3:25])[C:22]2[C:17](=[CH:18][C:19]([O:26][S:35]([CH3:34])(=[O:37])=[O:36])=[CH:20][CH:21]=2)[N:16]=1. The catalyst class is: 2. (3) Reactant: [C:1]([O:5][C:6](=[O:27])[NH:7][C@H:8]([C:11]1[CH:16]=[CH:15][C:14]([O:17]CC2C=CC=CC=2)=[CH:13][C:12]=1[O:25][CH3:26])[CH2:9][OH:10])([CH3:4])([CH3:3])[CH3:2]. Product: [C:1]([O:5][C:6](=[O:27])[NH:7][C@H:8]([C:11]1[CH:16]=[CH:15][C:14]([OH:17])=[CH:13][C:12]=1[O:25][CH3:26])[CH2:9][OH:10])([CH3:4])([CH3:3])[CH3:2]. The catalyst class is: 19. (4) Reactant: [CH:1]12[CH:6]([NH:7][C:8]3[N:9]=[CH:10][C:11]4[CH:17]=[C:16]([C:18]5[CH:23]=[CH:22][CH:21]=[CH:20][C:19]=5[Cl:24])[C:15](=[O:25])[N:14]([CH:26]5[CH2:28][CH2:27]5)[C:12]=4[N:13]=3)[CH:5]1[CH2:4][NH:3][CH2:2]2.[C:29](#[N:32])[CH:30]=[CH2:31]. Product: [Cl:24][C:19]1[CH:20]=[CH:21][CH:22]=[CH:23][C:18]=1[C:16]1[C:15](=[O:25])[N:14]([CH:26]2[CH2:28][CH2:27]2)[C:12]2[N:13]=[C:8]([NH:7][CH:6]3[CH:5]4[CH:1]3[CH2:2][N:3]([CH2:31][CH2:30][C:29]#[N:32])[CH2:4]4)[N:9]=[CH:10][C:11]=2[CH:17]=1. The catalyst class is: 5. (5) Reactant: [H-].[Na+].[F:3][CH:4]([F:7])[CH2:5][OH:6].Br[C:9]1[CH:14]=[CH:13][CH:12]=[CH:11][CH:10]=1. Product: [F:3][CH:4]([F:7])[CH2:5][O:6][C:9]1[CH:14]=[CH:13][CH:12]=[CH:11][CH:10]=1. The catalyst class is: 3.